Task: Predict which catalyst facilitates the given reaction.. Dataset: Catalyst prediction with 721,799 reactions and 888 catalyst types from USPTO Reactant: CCN(C(C)C)C(C)C.[C:10]1([NH:16][C:17]2[CH:25]=[CH:24][C:20]([C:21]([OH:23])=O)=[CH:19][CH:18]=2)[CH:15]=[CH:14][CH:13]=[CH:12][CH:11]=1.CCN=C=NCCCN(C)C.C1C=CC2N(O)N=NC=2C=1.[NH2:47][CH2:48][C:49]([N:51]1[CH2:56][CH2:55][N:54]([C:57](=[O:69])[C:58]2[CH:63]=[C:62]([C:64]([F:67])([F:66])[F:65])[CH:61]=[CH:60][C:59]=2[Cl:68])[CH2:53][CH2:52]1)=[O:50].Cl. Product: [Cl:68][C:59]1[CH:60]=[CH:61][C:62]([C:64]([F:67])([F:65])[F:66])=[CH:63][C:58]=1[C:57]([N:54]1[CH2:53][CH2:52][N:51]([C:49](=[O:50])[CH2:48][NH:47][C:21](=[O:23])[C:20]2[CH:19]=[CH:18][C:17]([NH:16][C:10]3[CH:11]=[CH:12][CH:13]=[CH:14][CH:15]=3)=[CH:25][CH:24]=2)[CH2:56][CH2:55]1)=[O:69]. The catalyst class is: 18.